From a dataset of Full USPTO retrosynthesis dataset with 1.9M reactions from patents (1976-2016). Predict the reactants needed to synthesize the given product. (1) The reactants are: [F:1][C:2]([F:30])([F:29])[C:3]1[CH:8]=[C:7]([C:9]([F:12])([F:11])[F:10])[CH:6]=[CH:5][C:4]=1[C:13]1[CH:17]=[C:16]([CH2:18][N:19]2[CH:24]=[C:23]3[N:25]=[C:26](Br)[N:27]=[C:22]3[CH:21]=[N:20]2)[O:15][N:14]=1.[F:31][C:32]1[C:37]([O:38][CH3:39])=[CH:36][CH:35]=[CH:34][C:33]=1B(O)O. Given the product [F:1][C:2]([F:30])([F:29])[C:3]1[CH:8]=[C:7]([C:9]([F:12])([F:11])[F:10])[CH:6]=[CH:5][C:4]=1[C:13]1[CH:17]=[C:16]([CH2:18][N:19]2[CH:24]=[C:23]3[N:25]=[C:26]([C:33]4[CH:34]=[CH:35][CH:36]=[C:37]([O:38][CH3:39])[C:32]=4[F:31])[N:27]=[C:22]3[CH:21]=[N:20]2)[O:15][N:14]=1, predict the reactants needed to synthesize it. (2) Given the product [F:12][C:11]([F:14])([F:13])[C:8]1[CH:9]=[CH:10][C:5]([C:2]#[N:3])=[N:6][CH:7]=1, predict the reactants needed to synthesize it. The reactants are: [Cu][C:2]#[N:3].Br[C:5]1[CH:10]=[CH:9][C:8]([C:11]([F:14])([F:13])[F:12])=[CH:7][N:6]=1.[NH4+].[OH-]. (3) Given the product [OH:28]/[CH:27]=[C:8]1\[C:7](=[O:12])[C@:6]2([C:13]3[CH:14]=[C:15]([CH:20]=[CH:21][CH:22]=3)[C:16]([O:18][CH3:19])=[O:17])[C@@H:11]([CH2:10][CH2:9]\1)[C@H:2]([CH3:1])[C:3]1([O:23][CH2:24][CH2:25][O:26]1)[CH2:4][CH2:5]2, predict the reactants needed to synthesize it. The reactants are: [CH3:1][C@H:2]1[C@H:11]2[C@@:6]([C:13]3[CH:14]=[C:15]([CH:20]=[CH:21][CH:22]=3)[C:16]([O:18][CH3:19])=[O:17])([C:7](=[O:12])[CH2:8][CH2:9][CH2:10]2)[CH2:5][CH2:4][C:3]21[O:26][CH2:25][CH2:24][O:23]2.[CH:27](OCC)=[O:28].CC(C)([O-])C.[K+].O1CCCC1. (4) Given the product [Si:36]([O:21][C@H:8]1[CH2:7][C:6]([CH3:23])([CH3:22])[CH2:5][C:4]2[N:3]=[C:2]([Cl:1])[C:11]3[C:12](=[O:20])[O:13][C:14]4([CH2:19][CH2:18][O:17][CH2:16][CH2:15]4)[C:10]=3[C:9]1=2)([C:32]([CH3:35])([CH3:34])[CH3:33])([CH3:38])[CH3:37], predict the reactants needed to synthesize it. The reactants are: [Cl:1][C:2]1[C:11]2[C:12](=[O:20])[O:13][C:14]3([CH2:19][CH2:18][O:17][CH2:16][CH2:15]3)[C:10]=2[C:9]2[C@@H:8]([OH:21])[CH2:7][C:6]([CH3:23])([CH3:22])[CH2:5][C:4]=2[N:3]=1.N1C(C)=CC=CC=1C.[C:32]([Si:36](OS(C(F)(F)F)(=O)=O)([CH3:38])[CH3:37])([CH3:35])([CH3:34])[CH3:33]. (5) The reactants are: [F:1][C:2]([F:12])([F:11])[C:3]1[C:4]([Cl:10])=[N:5][C:6](Cl)=[N:7][CH:8]=1.[F:13][C:14]([F:25])([F:24])[O:15][C:16]1[CH:23]=[CH:22][CH:21]=[CH:20][C:17]=1[CH2:18][NH2:19].CCN(C(C)C)C(C)C. Given the product [Cl:10][C:4]1[C:3]([C:2]([F:12])([F:11])[F:1])=[CH:8][N:7]=[C:6]([NH:19][CH2:18][C:17]2[CH:20]=[CH:21][CH:22]=[CH:23][C:16]=2[O:15][C:14]([F:13])([F:24])[F:25])[N:5]=1, predict the reactants needed to synthesize it. (6) Given the product [C:12]([NH:4][C:3]1[CH:5]=[CH:6][CH:7]=[C:8]([N+:9]([O-:11])=[O:10])[C:2]=1[CH3:1])(=[O:14])[CH3:13], predict the reactants needed to synthesize it. The reactants are: [CH3:1][C:2]1[C:8]([N+:9]([O-:11])=[O:10])=[CH:7][CH:6]=[CH:5][C:3]=1[NH2:4].[C:12](OC(=O)C)(=[O:14])[CH3:13]. (7) Given the product [CH2:33]([S:40][C:11]1[CH:16]=[C:15]([N:17]([CH:25]2[CH2:27][CH2:26]2)[C:18](=[O:24])[O:19][C:20]([CH3:23])([CH3:22])[CH3:21])[N:14]2[N:28]=[CH:29][C:30]([CH:31]=[O:32])=[C:13]2[N:12]=1)[C:34]1[CH:39]=[CH:38][CH:37]=[CH:36][CH:35]=1, predict the reactants needed to synthesize it. The reactants are: C(N(C(C)C)CC)(C)C.Cl[C:11]1[CH:16]=[C:15]([N:17]([CH:25]2[CH2:27][CH2:26]2)[C:18](=[O:24])[O:19][C:20]([CH3:23])([CH3:22])[CH3:21])[N:14]2[N:28]=[CH:29][C:30]([CH:31]=[O:32])=[C:13]2[N:12]=1.[CH2:33]([SH:40])[C:34]1[CH:39]=[CH:38][CH:37]=[CH:36][CH:35]=1. (8) The reactants are: [Br:1][C:2]1[CH:7]=[CH:6][C:5]([CH2:8][C:9]([O:11][CH2:12][CH3:13])=[O:10])=[CH:4][CH:3]=1.[Li+].C[Si]([N-][Si](C)(C)C)(C)C.[Cl:24][CH2:25][C:26]([CH2:28]Cl)=[CH2:27].C(=O)(O)[O-].[Na+]. Given the product [Br:1][C:2]1[CH:3]=[CH:4][C:5]([CH:8]([CH2:28][C:26]([CH2:25][Cl:24])=[CH2:27])[C:9]([O:11][CH2:12][CH3:13])=[O:10])=[CH:6][CH:7]=1, predict the reactants needed to synthesize it.